From a dataset of Forward reaction prediction with 1.9M reactions from USPTO patents (1976-2016). Predict the product of the given reaction. (1) Given the reactants [NH2:1][C:2]1[N:10]=[CH:9][CH:8]=[CH:7][C:3]=1[C:4]([OH:6])=O.ON1C2C=CC=CC=2N=N1.CCN=C=NCCCN(C)C.[CH3:32][C:33]1[CH:47]=[CH:46][C:36]([S:37][C:38]2[CH:39]=[C:40]([CH:43]=[CH:44][CH:45]=2)[CH2:41][NH2:42])=[CH:35][CH:34]=1.C(=O)(O)[O-].[Na+], predict the reaction product. The product is: [CH3:32][C:33]1[CH:47]=[CH:46][C:36]([S:37][C:38]2[CH:39]=[C:40]([CH2:41][NH:42][C:4](=[O:6])[C:3]3[CH:7]=[CH:8][CH:9]=[N:10][C:2]=3[NH2:1])[CH:43]=[CH:44][CH:45]=2)=[CH:35][CH:34]=1. (2) The product is: [Cl:1][C:2]1[CH:9]=[CH:8][C:5]([CH2:6][NH:7][C:19](=[O:20])[CH:18]([Br:17])[CH2:22][CH2:23][Br:24])=[CH:4][CH:3]=1. Given the reactants [Cl:1][C:2]1[CH:9]=[CH:8][C:5]([CH2:6][NH2:7])=[CH:4][CH:3]=1.CCN(CC)CC.[Br:17][CH:18]([CH2:22][CH2:23][Br:24])[C:19](Cl)=[O:20], predict the reaction product.